Predict the product of the given reaction. From a dataset of Forward reaction prediction with 1.9M reactions from USPTO patents (1976-2016). (1) Given the reactants [CH2:1]([CH:6]1[CH2:11][CH2:10][C:9]([C:13]2[CH:18]=[CH:17][CH:16]=[C:15]([F:19])[C:14]=2[F:20])(O)[CH2:8][CH2:7]1)[CH2:2][CH2:3][CH2:4][CH3:5].C1(C)C=CC(S(O)(=O)=O)=CC=1.C1(C)C=CC=CC=1, predict the reaction product. The product is: [CH2:1]([CH:6]1[CH2:11][CH2:10][C:9]([C:13]2[CH:18]=[CH:17][CH:16]=[C:15]([F:19])[C:14]=2[F:20])=[CH:8][CH2:7]1)[CH2:2][CH2:3][CH2:4][CH3:5]. (2) Given the reactants [CH:1]1([C:4]2[CH:9]=[C:8]([CH:10]=[O:11])[C:7]([OH:12])=[CH:6][C:5]=2[C:13]2[CH:18]=[CH:17][C:16]([F:19])=[CH:15][CH:14]=2)[CH2:3][CH2:2]1.Br[CH2:21][CH2:22][O:23][CH3:24], predict the reaction product. The product is: [CH:1]1([C:4]2[CH:9]=[C:8]([CH:10]=[O:11])[C:7]([O:12][CH2:21][CH2:22][O:23][CH3:24])=[CH:6][C:5]=2[C:13]2[CH:14]=[CH:15][C:16]([F:19])=[CH:17][CH:18]=2)[CH2:2][CH2:3]1. (3) Given the reactants [CH3:1][O:2][C:3]1[CH:4]=[C:5]([CH2:11][CH:12]([NH2:15])[CH2:13][CH3:14])[CH:6]=[CH:7][C:8]=1[O:9][CH3:10].[CH:16](OCC)=[O:17].C(N(CC)CC)C, predict the reaction product. The product is: [CH3:1][O:2][C:3]1[CH:4]=[C:5]([CH2:11][CH:12]([NH:15][CH:16]=[O:17])[CH2:13][CH3:14])[CH:6]=[CH:7][C:8]=1[O:9][CH3:10]. (4) Given the reactants [CH2:1]([O:8][C:9]1[CH:14]=[CH:13][NH:12][C:11](=[O:15])[CH:10]=1)[C:2]1[CH:7]=[CH:6][CH:5]=[CH:4][CH:3]=1.[CH3:16]I, predict the reaction product. The product is: [CH2:1]([O:8][C:9]1[CH:14]=[CH:13][N:12]=[C:11]([O:15][CH3:16])[CH:10]=1)[C:2]1[CH:3]=[CH:4][CH:5]=[CH:6][CH:7]=1. (5) Given the reactants [C:1](Cl)(=[O:4])[CH:2]=[CH2:3].[NH2:6][C:7]1[C:8]([N:33]2[CH2:38][CH2:37][N:36]([CH3:39])[CH2:35][CH2:34]2)=[CH:9][C:10]([O:31][CH3:32])=[C:11]([NH:13][C:14]2[N:19]=[C:18]([C:20]3[C:28]4[C:23](=[CH:24][CH:25]=[CH:26][CH:27]=4)[NH:22][CH:21]=3)[C:17]([C:29]#[N:30])=[CH:16][N:15]=2)[CH:12]=1.CCN(C(C)C)C(C)C, predict the reaction product. The product is: [C:29]([C:17]1[C:18]([C:20]2[C:28]3[C:23](=[CH:24][CH:25]=[CH:26][CH:27]=3)[NH:22][CH:21]=2)=[N:19][C:14]([NH:13][C:11]2[C:10]([O:31][CH3:32])=[CH:9][C:8]([N:33]3[CH2:34][CH2:35][N:36]([CH3:39])[CH2:37][CH2:38]3)=[C:7]([NH:6][C:1](=[O:4])[CH:2]=[CH2:3])[CH:12]=2)=[N:15][CH:16]=1)#[N:30].